Predict the reactants needed to synthesize the given product. From a dataset of Full USPTO retrosynthesis dataset with 1.9M reactions from patents (1976-2016). (1) Given the product [OH:37][CH2:36][C:31]#[C:29][C:2]1[CH:3]=[CH:4][C:5]2[O:14][C:13]3[C:12](=[O:15])[NH:11][C:10]([CH2:16][N:17]4[CH2:18][CH2:19][N:20]([CH3:23])[CH2:21][CH2:22]4)=[N:9][C:8]=3[C:6]=2[CH:7]=1, predict the reactants needed to synthesize it. The reactants are: Br[C:2]1[CH:3]=[CH:4][C:5]2[O:14][C:13]3[C:12](=[O:15])[NH:11][C:10]([CH2:16][N:17]4[CH2:22][CH2:21][N:20]([CH3:23])[CH2:19][CH2:18]4)=[N:9][C:8]=3[C:6]=2[CH:7]=1.BrC1C=CC2[O:37][C:36]3C(=O)NC(CN4CC[C@H](O)C4)=N[C:31]=3[C:29]=2C=1. (2) Given the product [CH3:1][C:2]1([CH3:41])[O:6][C@@H:5]([CH2:7][CH2:8][NH:9][C:10]([CH:12]2[CH:16]([C:17]3[CH:22]=[CH:21][CH:20]=[C:19]([Cl:23])[C:18]=3[F:24])[C:15]([C:27]3[CH:32]=[CH:31][C:30]([Cl:33])=[CH:29][C:28]=3[F:34])([C:25]#[N:26])[CH:14]([CH2:35][C:36]([CH3:40])([CH3:39])[CH2:37][CH3:38])[NH:13]2)=[O:11])[CH2:4][O:3]1, predict the reactants needed to synthesize it. The reactants are: [CH3:1][C:2]1([CH3:41])[O:6][C@@H:5]([CH2:7][CH2:8][NH:9][C:10]([CH:12]2[CH:16]([C:17]3[CH:22]=[CH:21][CH:20]=[C:19]([Cl:23])[C:18]=3[F:24])[C:15]([C:27]3[CH:32]=[CH:31][C:30]([Cl:33])=[CH:29][C:28]=3[F:34])([C:25]#[N:26])[CH:14]([CH2:35][C:36]([CH3:40])([CH3:39])[CH:37]=[CH2:38])[NH:13]2)=[O:11])[CH2:4][O:3]1. (3) The reactants are: [CH3:1][C:2]1[S:6][C:5]2[CH:7]=[C:8]([O:11][CH2:12][CH2:13]OS(C)(=O)=O)[CH:9]=[CH:10][C:4]=2[C:3]=1[C:19]1[CH:24]=[CH:23][C:22]([C:25]([F:28])([F:27])[F:26])=[CH:21][CH:20]=1.[N-:29]=[N+:30]=[N-:31].[Na+]. Given the product [N:29]([CH2:13][CH2:12][O:11][C:8]1[CH:9]=[CH:10][C:4]2[C:3]([C:19]3[CH:24]=[CH:23][C:22]([C:25]([F:28])([F:27])[F:26])=[CH:21][CH:20]=3)=[C:2]([CH3:1])[S:6][C:5]=2[CH:7]=1)=[N+:30]=[N-:31], predict the reactants needed to synthesize it.